This data is from Peptide-MHC class I binding affinity with 185,985 pairs from IEDB/IMGT. The task is: Regression. Given a peptide amino acid sequence and an MHC pseudo amino acid sequence, predict their binding affinity value. This is MHC class I binding data. (1) The binding affinity (normalized) is 0. The peptide sequence is RPNNNTRKSI. The MHC is HLA-B35:03 with pseudo-sequence HLA-B35:03. (2) The peptide sequence is GMFTNRFGSQ. The MHC is HLA-A68:02 with pseudo-sequence HLA-A68:02. The binding affinity (normalized) is 0. (3) The peptide sequence is ITDMINASLK. The MHC is HLA-A03:01 with pseudo-sequence HLA-A03:01. The binding affinity (normalized) is 0.536. (4) The peptide sequence is ELTLTNTSI. The MHC is HLA-A02:01 with pseudo-sequence HLA-A02:01. The binding affinity (normalized) is 0.128. (5) The peptide sequence is KEYNETWY. The MHC is Mamu-B52 with pseudo-sequence Mamu-B52. The binding affinity (normalized) is 0.166. (6) The peptide sequence is LQIRGRERF. The MHC is HLA-B08:02 with pseudo-sequence HLA-B08:02. The binding affinity (normalized) is 0.0847. (7) The peptide sequence is VTSLIAEI. The MHC is Mamu-A02 with pseudo-sequence Mamu-A02. The binding affinity (normalized) is 0.306.